This data is from Forward reaction prediction with 1.9M reactions from USPTO patents (1976-2016). The task is: Predict the product of the given reaction. (1) Given the reactants O[CH2:2][C:3]1[N:11]([CH2:12][C:13]2[CH:18]=[CH:17][C:16]([C:19]([F:22])([F:21])[F:20])=[CH:15][CH:14]=2)[C:10]2[C:9](=[O:23])[NH:8][C:7](=[O:24])[N:6]([CH3:25])[C:5]=2[N:4]=1.O=S(Cl)[Cl:28], predict the reaction product. The product is: [Cl:28][CH2:2][C:3]1[N:11]([CH2:12][C:13]2[CH:18]=[CH:17][C:16]([C:19]([F:22])([F:21])[F:20])=[CH:15][CH:14]=2)[C:10]2[C:9](=[O:23])[NH:8][C:7](=[O:24])[N:6]([CH3:25])[C:5]=2[N:4]=1. (2) Given the reactants Br[C:2]1[N:7]=[CH:6][C:5]([C:8]([OH:26])([CH3:25])[CH2:9][N:10]2[C:18]3[CH:17]=[CH:16][C:15]([CH3:19])=[CH:14][C:13]=3[C:12]3[CH2:20][N:21]([CH3:24])[CH2:22][CH2:23][C:11]2=3)=[CH:4][CH:3]=1.[OH-].[NH4+:28], predict the reaction product. The product is: [NH2:28][C:2]1[N:7]=[CH:6][C:5]([C:8]([OH:26])([CH3:25])[CH2:9][N:10]2[C:18]3[CH:17]=[CH:16][C:15]([CH3:19])=[CH:14][C:13]=3[C:12]3[CH2:20][N:21]([CH3:24])[CH2:22][CH2:23][C:11]2=3)=[CH:4][CH:3]=1. (3) Given the reactants [C:1]([C:5]1[CH:23]=[C:8]2[N:9]=[C:10]([CH3:22])[C:11]([CH:14]([CH2:19][CH2:20][CH3:21])[C:15]([O:17][CH3:18])=[O:16])=[C:12](Cl)[N:7]2[N:6]=1)([CH3:4])([CH3:3])[CH3:2].[CH3:24][N:25]1[C:33]2[C:28](=[CH:29][CH:30]=[C:31](B3OC(C)(C)C(C)(C)O3)[CH:32]=2)[CH:27]=[CH:26]1.C(N(C(C)C)CC)(C)C, predict the reaction product. The product is: [C:1]([C:5]1[CH:23]=[C:8]2[N:9]=[C:10]([CH3:22])[C:11]([CH:14]([CH2:19][CH2:20][CH3:21])[C:15]([O:17][CH3:18])=[O:16])=[C:12]([C:31]3[CH:32]=[C:33]4[C:28]([CH:27]=[CH:26][N:25]4[CH3:24])=[CH:29][CH:30]=3)[N:7]2[N:6]=1)([CH3:4])([CH3:3])[CH3:2].